From a dataset of Full USPTO retrosynthesis dataset with 1.9M reactions from patents (1976-2016). Predict the reactants needed to synthesize the given product. (1) Given the product [N+:11]([C:8]1[CH:7]=[C:6]2[C:5]([CH2:4][C:3](=[O:2])[NH:14]2)=[CH:10][CH:9]=1)([O-:13])=[O:12], predict the reactants needed to synthesize it. The reactants are: C[O:2][C:3](=O)[CH2:4][C:5]1[CH:10]=[CH:9][C:8]([N+:11]([O-:13])=[O:12])=[CH:7][C:6]=1[N+:14]([O-])=O.[H][H]. (2) Given the product [C:28]([C:32]1[CH:33]=[CH:34][C:35]([C:36]([N:10]2[C@@H:11]([C:12]3[S:13][CH:14]=[CH:15][N:16]=3)[C@@H:7]([C:5]3[S:4][N:3]=[C:2]([Br:1])[N:6]=3)[CH2:8][C@@:9]2([CH2:24][CH:25]([CH3:27])[CH3:26])[C:17]([OH:19])=[O:18])=[O:37])=[CH:39][CH:40]=1)([CH3:31])([CH3:29])[CH3:30], predict the reactants needed to synthesize it. The reactants are: [Br:1][C:2]1[N:6]=[C:5]([C@@H:7]2[C@H:11]([C:12]3[S:13][CH:14]=[CH:15][N:16]=3)[NH:10][C@:9]([CH2:24][CH:25]([CH3:27])[CH3:26])([C:17]([O:19]C(C)(C)C)=[O:18])[CH2:8]2)[S:4][N:3]=1.[C:28]([C:32]1[CH:40]=[CH:39][C:35]([C:36](Cl)=[O:37])=[CH:34][CH:33]=1)([CH3:31])([CH3:30])[CH3:29]. (3) Given the product [CH2:12]([O:11][C:4]1[C:5]([N+:8]([O-:10])=[O:9])=[N:6][CH:7]=[C:2]([O:20][C:16]2[CH:15]=[N:14][CH:19]=[CH:18][CH:17]=2)[CH:3]=1)[CH3:13], predict the reactants needed to synthesize it. The reactants are: Cl[C:2]1[CH:3]=[C:4]([O:11][CH2:12][CH3:13])[C:5]([N+:8]([O-:10])=[O:9])=[N:6][CH:7]=1.[N:14]1[CH:19]=[CH:18][CH:17]=[C:16]([OH:20])[CH:15]=1.C([O-])([O-])=O.[K+].[K+].CN(C=O)C. (4) Given the product [C:1]([O:5][C:6]([N:8]1[CH2:13][C@@H:12]([C:14](=[O:37])[NH:15][CH2:16][C:17]2([CH2:31][CH2:32][CH2:33][CH2:34][O:35][CH3:36])[C:30]3[CH:29]=[CH:28][CH:27]=[CH:26][C:25]=3[O:24][C:23]3[C:18]2=[CH:19][CH:20]=[CH:21][CH:22]=3)[CH2:11][C@@H:10]([C:38](=[O:40])[N:48]([CH:49]2[CH2:50][CH2:51]2)[CH2:47][C:44]2[CH:43]=[CH:42][N:41]=[CH:46][CH:45]=2)[CH2:9]1)=[O:7])([CH3:4])([CH3:2])[CH3:3], predict the reactants needed to synthesize it. The reactants are: [C:1]([O:5][C:6]([N:8]1[CH2:13][C@@H:12]([C:14](=[O:37])[NH:15][CH2:16][C:17]2([CH2:31][CH2:32][CH2:33][CH2:34][O:35][CH3:36])[C:30]3[CH:29]=[CH:28][CH:27]=[CH:26][C:25]=3[O:24][C:23]3[C:18]2=[CH:19][CH:20]=[CH:21][CH:22]=3)[CH2:11][C@@H:10]([C:38]([OH:40])=O)[CH2:9]1)=[O:7])([CH3:4])([CH3:3])[CH3:2].[N:41]1[CH:46]=[CH:45][C:44]([CH2:47][NH:48][CH:49]2[CH2:51][CH2:50]2)=[CH:43][CH:42]=1. (5) Given the product [C:3]([O:7][C:8]([N:10]1[CH2:17][CH:16]2[CH:12]([CH2:13][C:14]3[C:20]([Br:21])=[C:19]([C:24]([F:26])([F:25])[F:23])[S:18][C:15]=32)[CH2:11]1)=[O:9])([CH3:6])([CH3:5])[CH3:4], predict the reactants needed to synthesize it. The reactants are: [F-].[K+].[C:3]([O:7][C:8]([N:10]1[CH2:17][CH:16]2[CH:12]([CH2:13][C:14]3[C:20]([Br:21])=[C:19](I)[S:18][C:15]=32)[CH2:11]1)=[O:9])([CH3:6])([CH3:5])[CH3:4].[F:23][C:24]([Si](C)(C)C)([F:26])[F:25].